This data is from Forward reaction prediction with 1.9M reactions from USPTO patents (1976-2016). The task is: Predict the product of the given reaction. (1) Given the reactants [C:1]([C:4]1[CH:9]=[CH:8][CH:7]=[CH:6][CH:5]=1)(=[O:3])[CH3:2].[Br:10][C:11]1[CH:18]=[CH:17][C:14]([CH:15]=O)=[CH:13][CH:12]=1.[OH-].[K+], predict the reaction product. The product is: [Br:10][C:11]1[CH:18]=[CH:17][C:14](/[CH:15]=[CH:2]/[C:1]([C:4]2[CH:9]=[CH:8][CH:7]=[CH:6][CH:5]=2)=[O:3])=[CH:13][CH:12]=1. (2) Given the reactants [Cl:1][C:2]1[C:3]([O:47][CH3:48])=[CH:4][CH:5]=[C:6]2[C:11]=1[N:10]=[C:9]([C:12]1[S:13][CH:14]=[C:15]([CH:17]([CH3:19])[CH3:18])[N:16]=1)[CH:8]=[C:7]2[O:20][CH:21]1[CH2:39][CH:38]2[N:23]([C:24](=[O:46])[C:25]([CH3:45])([CH3:44])[CH2:26][CH2:27][CH2:28][CH2:29][CH2:30][CH:31]=[CH:32][CH:33]3[C:35]([C:41]([OH:43])=O)([NH:36][C:37]2=[O:40])[CH2:34]3)[CH2:22]1.C(C1N=C(C2C=C(OC3CC4N(C(=O)CCCCCCC=CC5C(C([NH:90][S:91]([CH:94]6[CH2:96][CH2:95]6)(=[O:93])=[O:92])=O)(NC4=O)C5)C3)C3C(=CC(OC)=CC=3)N=2)SC=1)(C)C, predict the reaction product. The product is: [Cl:1][C:2]1[C:3]([O:47][CH3:48])=[CH:4][CH:5]=[C:6]2[C:11]=1[N:10]=[C:9]([C:12]1[S:13][CH:14]=[C:15]([CH:17]([CH3:19])[CH3:18])[N:16]=1)[CH:8]=[C:7]2[O:20][CH:21]1[CH2:39][CH:38]2[N:23]([C:24](=[O:46])[C:25]([CH3:45])([CH3:44])[CH2:26][CH2:27][CH2:28][CH2:29][CH2:30][CH:31]=[CH:32][CH:33]3[C:35]([C:41]([NH:90][S:91]([CH:94]4[CH2:96][CH2:95]4)(=[O:93])=[O:92])=[O:43])([NH:36][C:37]2=[O:40])[CH2:34]3)[CH2:22]1. (3) Given the reactants [Cl:1][C:2]1[CH:3]=[CH:4][C:5]([F:26])=[C:6]([C:8]2[CH:17]=[C:16]([NH:18][C:19]3[CH:24]=[CH:23][N:22]=[CH:21][C:20]=3[NH2:25])[C:15]3[C:10](=[CH:11][CH:12]=[CH:13][CH:14]=3)[N:9]=2)[CH:7]=1.C1N=C[N:29]([C:32]([N:34]2C=NC=C2)=[O:33])C=1.CCN(C(C)C)C(C)C, predict the reaction product. The product is: [NH2:29][C:32]([NH2:34])=[O:33].[Cl:1][C:2]1[CH:3]=[CH:4][C:5]([F:26])=[C:6]([C:8]2[CH:17]=[C:16]([NH:18][C:19]3[CH:24]=[CH:23][N:22]=[CH:21][C:20]=3[NH2:25])[C:15]3[C:10](=[CH:11][CH:12]=[CH:13][CH:14]=3)[N:9]=2)[CH:7]=1. (4) Given the reactants Cl[C:2]1[CH:10]=[CH:9]C=C(Cl)[C:3]=1[C:4]([OH:6])=[O:5].OO.C1CCCCC=1.[C:20]([O-:23])([OH:22])=O.[Na+], predict the reaction product. The product is: [C:4]([OH:6])(=[O:5])[CH2:3][CH2:2][CH2:10][CH2:9][C:20]([OH:23])=[O:22]. (5) Given the reactants Br[C:2]1[CH:3]=[CH:4][C:5]2[N:11]3[C:12]([CH3:15])=[N:13][N:14]=[C:10]3[C@H:9]([CH3:16])[CH2:8][N:7]([C:17]3[CH:24]=[CH:23][C:20]([C:21]#[N:22])=[CH:19][CH:18]=3)[C:6]=2[CH:25]=1.CC1([CH2+])C(C)(C)OB([C:34]2[CH:39]=[CH:38][C:37](=[O:40])[NH:36][CH:35]=2)O1.C(=O)([O-])[O-].[Cs+].[Cs+].C1(C)C=CC=CC=1, predict the reaction product. The product is: [CH3:15][C:12]1[N:11]2[C:5]3[CH:4]=[CH:3][C:2]([C:34]4[CH:39]=[CH:38][C:37](=[O:40])[NH:36][CH:35]=4)=[CH:25][C:6]=3[N:7]([C:17]3[CH:24]=[CH:23][C:20]([C:21]#[N:22])=[CH:19][CH:18]=3)[CH2:8][C@@H:9]([CH3:16])[C:10]2=[N:14][N:13]=1. (6) Given the reactants [O:1]1[C:5]2[CH:6]=[CH:7][CH:8]=[CH:9][C:4]=2[CH:3]=[C:2]1[C:10]([NH:12][C@H:13]([C:28](=[O:39])[NH:29][CH2:30][CH2:31][CH2:32][S:33][CH2:34][C:35]([O:37]C)=[O:36])[CH2:14][CH2:15][CH2:16][NH:17][C:18](=[O:27])[O:19][CH2:20][C:21]1[CH:26]=[CH:25][CH:24]=[CH:23][CH:22]=1)=[O:11].[OH-].[Na+:41].Cl.CO, predict the reaction product. The product is: [O:1]1[C:5]2[CH:6]=[CH:7][CH:8]=[CH:9][C:4]=2[CH:3]=[C:2]1[C:10]([NH:12][C@H:13]([C:28](=[O:39])[NH:29][CH2:30][CH2:31][CH2:32][S:33][CH2:34][C:35]([O-:37])=[O:36])[CH2:14][CH2:15][CH2:16][NH:17][C:18](=[O:27])[O:19][CH2:20][C:21]1[CH:26]=[CH:25][CH:24]=[CH:23][CH:22]=1)=[O:11].[Na+:41]. (7) Given the reactants [Cl:1][C:2]1[CH:3]=[CH:4][C:5]2[CH2:11][S:10](=[O:13])(=[O:12])[NH:9][N:8]=[C:7]([C:14]3[CH:19]=[CH:18][C:17]([F:20])=[CH:16][CH:15]=3)[C:6]=2[CH:21]=1.Br[CH2:23][CH:24]=[C:25]([CH3:27])[CH3:26], predict the reaction product. The product is: [Cl:1][C:2]1[CH:3]=[CH:4][C:5]2[CH2:11][S:10](=[O:12])(=[O:13])[N:9]([CH2:23][CH2:24][CH:25]([CH3:27])[CH3:26])[N:8]=[C:7]([C:14]3[CH:19]=[CH:18][C:17]([F:20])=[CH:16][CH:15]=3)[C:6]=2[CH:21]=1.